From a dataset of Reaction yield outcomes from USPTO patents with 853,638 reactions. Predict the reaction yield, written as a fraction of the theoretical maximum amount of product (1.0 means a 100% yield; for example, 0.34 means a 34% yield). (1) The reactants are [NH2:1][C:2]1[C:3]2[C:10](I)=[CH:9][N:8]([C@@H:12]3[O:27][C@H:26]([CH2:28][O:29][CH2:30][C:31]4[CH:36]=[CH:35][C:34]([Cl:37])=[CH:33][C:32]=4[Cl:38])[C@@H:15]([O:16][CH2:17][C:18]4[CH:23]=[CH:22][C:21]([Cl:24])=[CH:20][C:19]=4[Cl:25])[C@@:13]3([CH3:39])[OH:14])[C:4]=2[N:5]=[CH:6][N:7]=1.C([Sn](CCCC)(CCCC)/[CH:45]=[CH:46]\[C:47]([O-:49])=[O:48])CCC.[CH3:58]N(C=O)C. The catalyst is [Cu]I.Cl[Pd](Cl)([P](C1C=CC=CC=1)(C1C=CC=CC=1)C1C=CC=CC=1)[P](C1C=CC=CC=1)(C1C=CC=CC=1)C1C=CC=CC=1. The product is [NH2:1][C:2]1[C:3]2[C:10]([CH:45]=[CH:46][C:47]([O:49][CH3:58])=[O:48])=[CH:9][N:8]([C@@H:12]3[O:27][C@H:26]([CH2:28][O:29][CH2:30][C:31]4[CH:36]=[CH:35][C:34]([Cl:37])=[CH:33][C:32]=4[Cl:38])[C@@H:15]([O:16][CH2:17][C:18]4[CH:23]=[CH:22][C:21]([Cl:24])=[CH:20][C:19]=4[Cl:25])[C@@:13]3([CH3:39])[OH:14])[C:4]=2[N:5]=[CH:6][N:7]=1. The yield is 0.810. (2) The reactants are Br[CH:2]([C:11]1[CH:16]=[C:15]([Br:17])[CH:14]=[CH:13][C:12]=1[S:18](=[O:25])(=[O:24])[NH:19][C:20]([CH3:23])([CH3:22])[CH3:21])[CH2:3][NH:4][C:5](=[O:10])[C:6]([F:9])([F:8])[F:7].C([O-])([O-])=O.[K+].[K+]. The catalyst is CN(C=O)C.O. The product is [Br:17][C:15]1[CH:14]=[CH:13][C:12]2[S:18](=[O:25])(=[O:24])[N:19]([C:20]([CH3:23])([CH3:22])[CH3:21])[CH:2]([CH2:3][NH:4][C:5](=[O:10])[C:6]([F:9])([F:8])[F:7])[C:11]=2[CH:16]=1. The yield is 1.00. (3) The reactants are C([O:8][C:9]1[CH:14]=[C:13]([O:15]CC2C=CC=CC=2)[C:12]([C:23]2[CH:28]=[C:27]([CH:29]([CH3:31])[CH3:30])[CH:26]=[CH:25][C:24]=2[O:32][CH3:33])=[CH:11][C:10]=1[C:34]1[N:38]([CH2:39][CH2:40][CH2:41][O:42][CH3:43])[N:37]=[N:36][N:35]=1)C1C=CC=CC=1.[H][H]. The catalyst is CO.[Pd]. The product is [CH:29]([C:27]1[CH:26]=[CH:25][C:24]([O:32][CH3:33])=[C:23]([C:12]2[C:13]([OH:15])=[CH:14][C:9]([OH:8])=[C:10]([C:34]3[N:38]([CH2:39][CH2:40][CH2:41][O:42][CH3:43])[N:37]=[N:36][N:35]=3)[CH:11]=2)[CH:28]=1)([CH3:31])[CH3:30]. The yield is 0.710. (4) The reactants are [CH:1]1([NH:7][C:8]2[N:9]=[CH:10][C:11]3[CH:17]=[N:16][CH:15]=[C:14](I)[C:12]=3[N:13]=2)[CH2:6][CH2:5][CH2:4][CH2:3][CH2:2]1.C([N:26]1[C:34]2[C:29](=[CH:30][CH:31]=[C:32]([C:35]#[N:36])[CH:33]=2)[C:28](B(O)O)=[CH:27]1)(OC(C)(C)C)=O.C(=O)([O-])[O-].[K+].[K+].C1(P(C2CCCCC2)C2C=CC=CC=2C2C(OC)=CC=CC=2OC)CCCCC1.COCCOC.O. The catalyst is C([O-])(=O)C.[Pd+2].C([O-])(=O)C. The product is [CH:1]1([NH:7][C:8]2[N:9]=[CH:10][C:11]3[CH:17]=[N:16][CH:15]=[C:14]([C:28]4[C:29]5[C:34](=[CH:33][C:32]([C:35]#[N:36])=[CH:31][CH:30]=5)[NH:26][CH:27]=4)[C:12]=3[N:13]=2)[CH2:6][CH2:5][CH2:4][CH2:3][CH2:2]1. The yield is 0.810. (5) The reactants are [N+:1]([CH2:4][C:5]([O:7]CC)=O)([O-:3])=[O:2].CCN(CC)CC.[Cl:17][C:18]1[CH:29]=[CH:28][C:21]2[NH:22]C(=O)[O:24][C:25](=O)[C:20]=2[CH:19]=1. The catalyst is C1COCC1. The product is [Cl:17][C:18]1[CH:19]=[C:20]2[C:21](=[CH:28][CH:29]=1)[NH:22][C:5](=[O:7])[C:4]([N+:1]([O-:3])=[O:2])=[C:25]2[OH:24]. The yield is 0.900. (6) The reactants are [C:1]([Br:5])(Br)(Br)[Br:2].C1(P(C2C=CC=CC=2)C2C=CC=CC=2)C=CC=CC=1.[CH:25]([C:27]1[O:28][C:29]([C:32]([CH3:35])([CH3:34])[CH3:33])=[CH:30][N:31]=1)=O. The catalyst is C(Cl)Cl. The product is [Br:2][C:1]([Br:5])=[CH:25][C:27]1[O:28][C:29]([C:32]([CH3:35])([CH3:34])[CH3:33])=[CH:30][N:31]=1. The yield is 0.390. (7) The reactants are [CH3:1][CH2:2][C:3]([C:6]([O:8][C@@H:9]1[C@@H:14]2[C@@H:15]([CH2:20][CH2:21][C@H:22]3[O:28][C:26](=[O:27])[CH2:25][C@H:24]([OH:29])[CH2:23]3)[C@@H:16]([CH3:19])[CH:17]=[CH:18][C:13]2=[CH:12][C@H](C)[CH2:10]1)=[O:7])([CH3:5])[CH3:4].[OH-:31].[Na+:32].C(Cl)Cl.[C:36](#N)[CH3:37]. The catalyst is O.CC(C)=O. The product is [CH3:1][CH2:2][C:3]([C:6]([O:8][C@@H:9]1[C@@H:14]2[C@@H:15]([CH2:20][CH2:21][C@@H:22]([OH:28])[CH2:23][C@@H:24]([OH:29])[CH2:25][C:26]([O-:27])=[O:31])[C@@H:16]([CH3:19])[CH:17]=[CH:18][C:13]2=[CH:12][C@H:36]([CH3:37])[CH2:10]1)=[O:7])([CH3:4])[CH3:5].[Na+:32]. The yield is 0.778. (8) The reactants are [CH3:1][C:2]1[CH:7]=[C:6]([C:8](O)([C:13]([F:16])([F:15])[F:14])[C:9]([F:12])([F:11])[F:10])[CH:5]=[C:4]([CH3:18])[C:3]=1[NH:19][C:20](=[O:36])[C:21]1[CH:26]=[CH:25][CH:24]=[C:23]([NH:27][C:28](=[O:35])[C:29]2[CH:34]=[CH:33][CH:32]=[CH:31][CH:30]=2)[CH:22]=1.S(Cl)([Cl:39])=O. The catalyst is N1C=CC=CC=1. The product is [CH3:1][C:2]1[CH:7]=[C:6]([C:8]([Cl:39])([C:13]([F:16])([F:15])[F:14])[C:9]([F:12])([F:11])[F:10])[CH:5]=[C:4]([CH3:18])[C:3]=1[NH:19][C:20](=[O:36])[C:21]1[CH:26]=[CH:25][CH:24]=[C:23]([NH:27][C:28](=[O:35])[C:29]2[CH:34]=[CH:33][CH:32]=[CH:31][CH:30]=2)[CH:22]=1. The yield is 0.750. (9) The product is [CH:27]1([CH2:30][NH:18][C:13]2[N:14]=[CH:15][C:16]3[C:11]([CH:12]=2)=[CH:10][CH:9]=[C:8]([C:6]2[CH:7]=[C:2]([F:1])[CH:3]=[CH:4][C:5]=2[CH3:19])[CH:17]=3)[CH2:29][CH2:28]1. The reactants are [F:1][C:2]1[CH:3]=[CH:4][C:5]([CH3:19])=[C:6]([C:8]2[CH:17]=[C:16]3[C:11]([CH:12]=[C:13]([NH2:18])[N:14]=[CH:15]3)=[CH:10][CH:9]=2)[CH:7]=1.CN(C)C=O.[H-].[Na+].[CH:27]1([CH2:30]Br)[CH2:29][CH2:28]1. The yield is 0.160. No catalyst specified.